Dataset: Full USPTO retrosynthesis dataset with 1.9M reactions from patents (1976-2016). Task: Predict the reactants needed to synthesize the given product. (1) Given the product [O:1]1[CH2:6][CH2:5][N:4]([CH2:7][CH2:8][O:9][C:10]2[CH:18]=[C:17]3[C:13]([C:14]([C:26]4[CH:31]=[CH:30][C:29]([F:32])=[CH:28][CH:27]=4)=[C:15]([C:20]4[CH:25]=[N:36][CH:23]=[N:22][CH:21]=4)[C:16]3=[O:19])=[CH:12][CH:11]=2)[CH2:3][CH2:2]1, predict the reactants needed to synthesize it. The reactants are: [O:1]1[CH2:6][CH2:5][N:4]([CH2:7][CH2:8][O:9][C:10]2[CH:18]=[C:17]3[C:13]([C:14]([C:26]4[CH:31]=[CH:30][C:29]([F:32])=[CH:28][CH:27]=4)=[C:15]([C:20]4[CH:21]=[N:22][CH:23]=C[CH:25]=4)[C:16]3=[O:19])=[CH:12][CH:11]=2)[CH2:3][CH2:2]1.O1CC[N:36](CCOC2C=C3C(C(C4C=CC=CC=4)=C(Br)C3=O)=CC=2)CC1.N1C=C(B(O)O)C=NC=1. (2) Given the product [Cl:35][C:21]1[C:22]([NH:24][C:25]2[CH:34]=[CH:33][CH:32]=[CH:31][C:26]=2[C:27]([NH:29][CH3:30])=[O:28])=[N:23][C:18]([NH:16][C:10]2[CH:11]=[C:12]3[C:7](=[CH:8][CH:9]=2)[CH:6]2[O:15][CH:13]3[CH2:14][N:4]([CH2:1][C:2]#[CH:3])[CH2:5]2)=[N:19][CH:20]=1, predict the reactants needed to synthesize it. The reactants are: [CH2:1]([N:4]1[CH2:14][CH:13]2[O:15][CH:6]([C:7]3[C:12]2=[CH:11][C:10]([NH2:16])=[CH:9][CH:8]=3)[CH2:5]1)[C:2]#[CH:3].Cl[C:18]1[N:23]=[C:22]([NH:24][C:25]2[CH:34]=[CH:33][CH:32]=[CH:31][C:26]=2[C:27]([NH:29][CH3:30])=[O:28])[C:21]([Cl:35])=[CH:20][N:19]=1.Cl. (3) Given the product [C:19]([O:18][C:16]([N:13]1[CH2:14][CH2:15][N:10]([CH2:9][C:8]2[CH:24]=[CH:25][C:5]([C:3]([OH:4])=[O:2])=[CH:6][C:7]=2[C:26]([F:28])([F:29])[F:27])[CH2:11][C@@H:12]1[CH3:23])=[O:17])([CH3:22])([CH3:20])[CH3:21], predict the reactants needed to synthesize it. The reactants are: C[O:2][C:3]([C:5]1[CH:25]=[CH:24][C:8]([CH2:9][N:10]2[CH2:15][CH2:14][N:13]([C:16]([O:18][C:19]([CH3:22])([CH3:21])[CH3:20])=[O:17])[C@@H:12]([CH3:23])[CH2:11]2)=[C:7]([C:26]([F:29])([F:28])[F:27])[CH:6]=1)=[O:4].[OH-].[Na+].